From a dataset of Catalyst prediction with 721,799 reactions and 888 catalyst types from USPTO. Predict which catalyst facilitates the given reaction. (1) Reactant: [NH2:1][CH2:2][C:3]1[N:4]([S:14]([N:17]([CH3:19])[CH3:18])(=[O:16])=[O:15])[CH:5]=[C:6]([C:8]2[CH:13]=[CH:12][CH:11]=[CH:10][CH:9]=2)[N:7]=1.Cl[C:21]1[CH:30]=[N:29][C:28]2[C:23](=[CH:24][CH:25]=[CH:26][CH:27]=2)[N:22]=1.CCN(C(C)C)C(C)C.C([O-])([O-])=O.[K+].[K+]. Product: [CH3:18][N:17]([CH3:19])[S:14]([N:4]1[CH:5]=[C:6]([C:8]2[CH:13]=[CH:12][CH:11]=[CH:10][CH:9]=2)[N:7]=[C:3]1[CH2:2][NH:1][C:21]1[CH:30]=[N:29][C:28]2[C:23](=[CH:24][CH:25]=[CH:26][CH:27]=2)[N:22]=1)(=[O:15])=[O:16]. The catalyst class is: 1. (2) Reactant: [N+:1]([C:4]1[CH:5]=[CH:6][CH:7]=[C:8]2[C:12]=1[NH:11][CH:10]=[C:9]2[CH2:13][C:14]([O:16][CH3:17])=[O:15])([O-:3])=[O:2].C(=O)([O-])[O-].[Cs+].[Cs+].Br[CH2:25][C:26]([O:28][CH3:29])=[O:27]. Product: [N+:1]([C:4]1[CH:5]=[CH:6][CH:7]=[C:8]2[C:12]=1[N:11]([CH2:25][C:26]([O:28][CH3:29])=[O:27])[CH:10]=[C:9]2[CH2:13][C:14]([O:16][CH3:17])=[O:15])([O-:3])=[O:2]. The catalyst class is: 3. (3) Reactant: [NH2:1][C:2]1[CH:18]=[CH:17][C:5]2[N:6]=[C:7]([NH:9][CH2:10][CH2:11][N:12]3[CH2:16][CH2:15][CH2:14][CH2:13]3)[S:8][C:4]=2[CH:3]=1.Br.C1(S[C:27]([C:29]2[S:30][CH:31]=[CH:32][CH:33]=2)=[NH:28])C=CC=CC=1. Product: [N:12]1([CH2:11][CH2:10][NH:9][C:7]2[S:8][C:4]3[CH:3]=[C:2]([NH:1][C:27]([C:29]4[S:30][CH:31]=[CH:32][CH:33]=4)=[NH:28])[CH:18]=[CH:17][C:5]=3[N:6]=2)[CH2:16][CH2:15][CH2:14][CH2:13]1. The catalyst class is: 8. (4) The catalyst class is: 4. Reactant: [C:1]([C:3]1[CH:48]=[CH:47][C:6]([CH2:7][N:8]([CH2:21][C:22]2[CH:46]=[CH:45][C:25]([O:26][C:27]3[CH:28]=[C:29]([CH:33]=[C:34]([O:36][CH2:37][CH2:38][C:39]4[CH:40]=[N:41][CH:42]=[CH:43][CH:44]=4)[CH:35]=3)[C:30]([OH:32])=O)=[CH:24][CH:23]=2)[C:9]2[CH:14]=[CH:13][CH:12]=[C:11]([NH:15][S:16]([CH3:19])(=[O:18])=[O:17])[C:10]=2[CH3:20])=[CH:5][CH:4]=1)#N.CC[N:51]=C=NCCCN(C)C.Cl.C1C=CC2N(O)N=NC=2C=1.[NH3:71]. Product: [C:1]([C:3]1[CH:4]=[CH:5][C:6]([CH2:7][N:8]([CH2:21][C:22]2[CH:46]=[CH:45][C:25]([O:26][C:27]3[CH:28]=[C:29]([CH:33]=[C:34]([O:36][CH2:37][CH2:38][C:39]4[CH:40]=[N:41][CH:42]=[CH:43][CH:44]=4)[CH:35]=3)[C:30]([NH2:51])=[O:32])=[CH:24][CH:23]=2)[C:9]2[CH:14]=[CH:13][CH:12]=[C:11]([NH:15][S:16]([CH3:19])(=[O:18])=[O:17])[C:10]=2[CH3:20])=[CH:47][CH:48]=1)#[N:71]. (5) Reactant: I[C:2]1[N:6]([CH3:7])[CH:5]=[N:4][CH:3]=1.C1([Mg]Br)C=CC=CC=1.C(OCC)C.[F:21][C:22]1[CH:29]=[C:28]([CH:30]=[O:31])[CH:27]=[CH:26][C:23]=1[C:24]#[N:25]. Product: [F:21][C:22]1[CH:29]=[C:28]([CH:30]([OH:31])[C:2]2[N:6]([CH3:7])[CH:5]=[N:4][CH:3]=2)[CH:27]=[CH:26][C:23]=1[C:24]#[N:25]. The catalyst class is: 4. (6) Reactant: [O:1]=[C:2]([CH2:6][CH2:7][C:8]([OH:10])=[O:9])[C:3]([OH:5])=[O:4].[H-].[Na+].[Na].[CH2:14](Br)[CH2:15][CH2:16][CH2:17][CH2:18][CH2:19][CH2:20][CH3:21].ClC(OCCCCCCCC)=O.C(N(CC)CC)C. Product: [CH2:14]([O:4][C:3](=[O:5])[C:2](=[O:1])[CH2:6][CH2:7][C:8]([OH:10])=[O:9])[CH2:15][CH2:16][CH2:17][CH2:18][CH2:19][CH2:20][CH3:21]. The catalyst class is: 266.